This data is from NCI-60 drug combinations with 297,098 pairs across 59 cell lines. The task is: Regression. Given two drug SMILES strings and cell line genomic features, predict the synergy score measuring deviation from expected non-interaction effect. Drug 1: CC1=C2C(C(=O)C3(C(CC4C(C3C(C(C2(C)C)(CC1OC(=O)C(C(C5=CC=CC=C5)NC(=O)OC(C)(C)C)O)O)OC(=O)C6=CC=CC=C6)(CO4)OC(=O)C)OC)C)OC. Drug 2: CC1=C(C=C(C=C1)C(=O)NC2=CC(=CC(=C2)C(F)(F)F)N3C=C(N=C3)C)NC4=NC=CC(=N4)C5=CN=CC=C5. Cell line: SR. Synergy scores: CSS=76.8, Synergy_ZIP=10.1, Synergy_Bliss=9.47, Synergy_Loewe=-2.58, Synergy_HSA=10.3.